Dataset: Full USPTO retrosynthesis dataset with 1.9M reactions from patents (1976-2016). Task: Predict the reactants needed to synthesize the given product. (1) The reactants are: C1(C(C2C=CC=CC=2)(C2C=CC=CC=2)[N:8]2[CH:12]=[C:11]([CH2:13][O:14][CH:15]3[CH2:20][CH2:19][NH:18][CH2:17][CH2:16]3)[N:10]=[CH:9]2)C=CC=CC=1.[Br:33][C:34]1[CH:41]=[CH:40][CH:39]=[CH:38][C:35]=1[CH:36]=O. Given the product [Br:33][C:34]1[CH:41]=[CH:40][CH:39]=[CH:38][C:35]=1[CH2:36][N:18]1[CH2:17][CH2:16][CH:15]([O:14][CH2:13][C:11]2[N:10]=[CH:9][NH:8][CH:12]=2)[CH2:20][CH2:19]1, predict the reactants needed to synthesize it. (2) Given the product [Br:1][C:2]1[CH:3]=[C:4]2[C:15](=[CH:16][CH:17]=1)[O:14][C:7]1([CH2:8][CH2:9][CH:10]([O:13][CH3:25])[CH2:11][CH2:12]1)[CH2:6][C:5]2=[O:18], predict the reactants needed to synthesize it. The reactants are: [Br:1][C:2]1[CH:3]=[C:4]2[C:15](=[CH:16][CH:17]=1)[O:14][C:7]1([CH2:12][CH2:11][CH:10]([OH:13])[CH2:9][CH2:8]1)[CH2:6][C:5]2=[O:18].[O-]S([O-])(=O)=O.[Ca+2].[CH3:25]I. (3) Given the product [F:16]/[C:2](/[C:21]1[CH:22]=[C:23]([O:27][CH3:28])[C:24]([O:25][CH3:26])=[C:19]([O:18][CH3:17])[CH:20]=1)=[C:3](\[F:15])/[C:4]1[CH:9]=[CH:8][C:7]([O:10][CH3:11])=[C:6]([N+:12]([O-:14])=[O:13])[CH:5]=1, predict the reactants needed to synthesize it. The reactants are: Br/[C:2](/[F:16])=[C:3](/[F:15])\[C:4]1[CH:9]=[CH:8][C:7]([O:10][CH3:11])=[C:6]([N+:12]([O-:14])=[O:13])[CH:5]=1.[CH3:17][O:18][C:19]1[CH:20]=[C:21](B(O)O)[CH:22]=[C:23]([O:27][CH3:28])[C:24]=1[O:25][CH3:26].C([O-])([O-])=O.[Na+].[Na+].CC(C)=O. (4) Given the product [C:1]([C:3]1[N:7]([CH2:22][C:21]#[CH:20])[C:6]([C:8]2[CH:9]=[CH:10][C:11]([NH:14][S:15]([CH2:18][CH3:19])(=[O:17])=[O:16])=[CH:12][CH:13]=2)=[CH:5][CH:4]=1)#[N:2], predict the reactants needed to synthesize it. The reactants are: [C:1]([C:3]1[NH:7][C:6]([C:8]2[CH:13]=[CH:12][C:11]([NH:14][S:15]([CH2:18][CH3:19])(=[O:17])=[O:16])=[CH:10][CH:9]=2)=[CH:5][CH:4]=1)#[N:2].[CH3:20][C:21](C)([O-])[CH3:22].[K+].C(Br)C#C. (5) Given the product [CH3:1][O:2][C:3]1[CH:4]=[C:5]([C:11]([C:13]2[C:22]3[O:21][C:20]([F:24])([F:23])[C:19]([F:26])([F:25])[O:18][C:17]=3[CH:16]=[CH:15][CH:14]=2)=[CH:35][C:36]#[N:37])[CH:6]=[C:7]([O:9][CH3:10])[CH:8]=1, predict the reactants needed to synthesize it. The reactants are: [CH3:1][O:2][C:3]1[CH:4]=[C:5]([C:11]([C:13]2[C:22]3[O:21][C:20]([F:24])([F:23])[C:19]([F:26])([F:25])[O:18][C:17]=3[CH:16]=[CH:15][CH:14]=2)=O)[CH:6]=[C:7]([O:9][CH3:10])[CH:8]=1.C(OP([CH2:35][C:36]#[N:37])(=O)OCC)C.C[Si]([N-][Si](C)(C)C)(C)C.[Li+].O1C2C=CC(C(C3C=C(OC)C=C(OC)C=3)=CC#N)=CC=2OCC1. (6) Given the product [F:25][C:17]1[C:18]([N:20]2[CH2:21][CH2:22][CH2:23][CH2:24]2)=[N:19][C:12]2[N:11]([C:26]3[CH:31]=[CH:30][C:29]([CH3:32])=[CH:28][CH:27]=3)[C:10](=[O:33])[N:9]([OH:8])[C:14](=[O:15])[C:13]=2[CH:16]=1, predict the reactants needed to synthesize it. The reactants are: C([O:8][N:9]1[C:14](=[O:15])[C:13]2[CH:16]=[C:17]([F:25])[C:18]([N:20]3[CH2:24][CH2:23][CH2:22][CH2:21]3)=[N:19][C:12]=2[N:11]([C:26]2[CH:31]=[CH:30][C:29]([CH3:32])=[CH:28][CH:27]=2)[C:10]1=[O:33])C1C=CC=CC=1.